From a dataset of Catalyst prediction with 721,799 reactions and 888 catalyst types from USPTO. Predict which catalyst facilitates the given reaction. (1) Reactant: [CH:1]([C:3]1[CH:4]=[C:5]([CH:13]=[CH:14][CH:15]=1)[O:6][CH2:7][C:8]([O:10][CH2:11][CH3:12])=[O:9])=O.[N:16]1([CH2:22][CH2:23][NH2:24])[CH2:21][CH2:20][CH2:19][CH2:18][CH2:17]1.CC(O)=O.[BH3-]C#N.[Na+]. Product: [N:16]1([CH2:22][CH2:23][NH:24][CH2:1][C:3]2[CH:4]=[C:5]([CH:13]=[CH:14][CH:15]=2)[O:6][CH2:7][C:8]([O:10][CH2:11][CH3:12])=[O:9])[CH2:21][CH2:20][CH2:19][CH2:18][CH2:17]1. The catalyst class is: 5. (2) Reactant: [F:1][B-](F)(F)F.N#[O+].[CH2:8]([O:10][C:11]([C@@H:13]1[C@H:15]([C:16]2[CH:21]=[CH:20][CH:19]=[CH:18][CH:17]=2)[C@H:14]1[C:22]1[CH:27]=[CH:26][CH:25]=[CH:24][C:23]=1N)=[O:12])[CH3:9].CCN(C(C)C)C(C)C. Product: [CH2:8]([O:10][C:11]([C@@H:13]1[C@H:15]([C:16]2[CH:21]=[CH:20][CH:19]=[CH:18][CH:17]=2)[C@H:14]1[C:22]1[CH:27]=[CH:26][CH:25]=[CH:24][C:23]=1[F:1])=[O:12])[CH3:9]. The catalyst class is: 28. (3) The catalyst class is: 620. Product: [F:46][C:43]([F:44])([F:45])[C:34]1[CH:35]=[C:36]([C:39]([F:40])([F:41])[F:42])[CH:37]=[CH:38][C:33]=1/[CH:32]=[CH:31]/[CH2:30][O:29][C:25]1[CH:24]=[C:23]2[C:28](=[CH:27][CH:26]=1)[N:20]([C:18](=[O:19])[CH2:17][NH:9][CH2:8][CH2:7][C:6]([OH:47])=[O:5])[CH2:21][CH2:22]2. Reactant: C([O:5][C:6](=[O:47])[CH2:7][CH2:8][N:9]([CH2:17][C:18]([N:20]1[C:28]2[C:23](=[CH:24][C:25]([O:29][CH2:30]/[CH:31]=[CH:32]/[C:33]3[CH:38]=[CH:37][C:36]([C:39]([F:42])([F:41])[F:40])=[CH:35][C:34]=3[C:43]([F:46])([F:45])[F:44])=[CH:26][CH:27]=2)[CH2:22][CH2:21]1)=[O:19])C(OC(C)(C)C)=O)(C)(C)C.